Predict which catalyst facilitates the given reaction. From a dataset of Catalyst prediction with 721,799 reactions and 888 catalyst types from USPTO. (1) Reactant: [CH2:1]([O:8][CH2:9][C@H:10]([NH:14][C:15]([O:17][C:18]([CH3:21])([CH3:20])[CH3:19])=[O:16])[C:11](=O)[CH3:12])[C:2]1[CH:7]=[CH:6][CH:5]=[CH:4][CH:3]=1.[NH2:22][CH2:23][CH2:24][OH:25].CC(O)=O.[BH3-]C#N.[Na+]. Product: [CH2:1]([O:8][CH2:9][C@H:10]([NH:14][C:15]([O:17][C:18]([CH3:21])([CH3:20])[CH3:19])=[O:16])[CH:11]([NH:22][CH2:23][CH2:24][OH:25])[CH3:12])[C:2]1[CH:7]=[CH:6][CH:5]=[CH:4][CH:3]=1. The catalyst class is: 5. (2) Reactant: [CH3:1][C:2]([NH2:11])([CH3:10])[CH2:3][N:4]1[CH2:9][CH2:8][O:7][CH2:6][CH2:5]1.[C:12](O[C:12]([O:14][C:15]([CH3:18])([CH3:17])[CH3:16])=[O:13])([O:14][C:15]([CH3:18])([CH3:17])[CH3:16])=[O:13]. Product: [CH3:10][C:2]([NH:11][C:12](=[O:13])[O:14][C:15]([CH3:18])([CH3:17])[CH3:16])([CH3:1])[CH2:3][N:4]1[CH2:5][CH2:6][O:7][CH2:8][CH2:9]1. The catalyst class is: 7. (3) Reactant: [NH2:1][C:2]1[CH:3]=[C:4]([C:9]2[C:17]3[C:16]([NH:18][C@H:19]([C:21]4[N:26]([C:27]5[CH:32]=[CH:31][CH:30]=[CH:29][CH:28]=5)[C:25](=[O:33])[C:24]5=[C:34]([CH3:37])[CH:35]=[CH:36][N:23]5[N:22]=4)[CH3:20])=[N:15][CH:14]=[N:13][C:12]=3[N:11]([CH2:38][O:39][CH2:40][CH2:41][Si:42]([CH3:45])([CH3:44])[CH3:43])[CH:10]=2)[CH:5]=[C:6]([OH:8])[CH:7]=1.[N-:46]=[C:47]=[O:48].[K+]. Product: [OH:8][C:6]1[CH:7]=[C:2]([NH:1][C:47]([NH2:46])=[O:48])[CH:3]=[C:4]([C:9]2[C:17]3[C:16]([NH:18][C@H:19]([C:21]4[N:26]([C:27]5[CH:32]=[CH:31][CH:30]=[CH:29][CH:28]=5)[C:25](=[O:33])[C:24]5=[C:34]([CH3:37])[CH:35]=[CH:36][N:23]5[N:22]=4)[CH3:20])=[N:15][CH:14]=[N:13][C:12]=3[N:11]([CH2:38][O:39][CH2:40][CH2:41][Si:42]([CH3:43])([CH3:45])[CH3:44])[CH:10]=2)[CH:5]=1. The catalyst class is: 211.